This data is from Full USPTO retrosynthesis dataset with 1.9M reactions from patents (1976-2016). The task is: Predict the reactants needed to synthesize the given product. (1) Given the product [F:14][C:2]([F:1])([F:13])[C:3]1[N:4]=[C:5]([C:8]2([CH2:11][NH:12][C:20](=[O:21])[O:19][C:16]([CH3:18])([CH3:17])[CH3:15])[CH2:9][CH2:10]2)[S:6][CH:7]=1, predict the reactants needed to synthesize it. The reactants are: [F:1][C:2]([F:14])([F:13])[C:3]1[N:4]=[C:5]([C:8]2([C:11]#[N:12])[CH2:10][CH2:9]2)[S:6][CH:7]=1.[CH3:15][C:16]([O:19][C:20](O[C:20]([O:19][C:16]([CH3:18])([CH3:17])[CH3:15])=[O:21])=[O:21])([CH3:18])[CH3:17].[BH4-].[Na+].NCCNCCN. (2) Given the product [OH:4][C:5]1[C:14]2[C:9](=[CH:10][C:11]([O:15][CH3:16])=[CH:12][CH:13]=2)[CH:8]=[CH:7][C:6]=1[C:17]1[CH:22]=[CH:21][CH:20]=[C:19]([O:23][CH3:24])[CH:18]=1, predict the reactants needed to synthesize it. The reactants are: C([O:4][C:5]1[C:14]2[C:9](=[CH:10][C:11]([O:15][CH3:16])=[CH:12][CH:13]=2)[CH:8]=[CH:7][C:6]=1[C:17]1[CH:22]=[CH:21][CH:20]=[C:19]([O:23][CH3:24])[CH:18]=1)(=O)C.Cl.